Dataset: Reaction yield outcomes from USPTO patents with 853,638 reactions. Task: Predict the reaction yield, written as a fraction of the theoretical maximum amount of product (1.0 means a 100% yield; for example, 0.34 means a 34% yield). The reactants are [NH:1]1[CH2:6][CH2:5][CH2:4][C@@H:3]([NH:7][C:8](=[O:14])[O:9][C:10]([CH3:13])([CH3:12])[CH3:11])[CH2:2]1.[Br:15][C:16]1[C:17](F)=[C:18]2[C:24]([NH:25][C:26](=[O:33])[C:27]3[CH:32]=[CH:31][CH:30]=[CH:29][CH:28]=3)=[CH:23][NH:22][C:19]2=[N:20][CH:21]=1.CC#N.O. The catalyst is CCCCO. The product is [C:26]([NH:25][C:24]1[C:18]2[C:19](=[N:20][CH:21]=[C:16]([Br:15])[C:17]=2[N:1]2[CH2:6][CH2:5][CH2:4][C@@H:3]([NH:7][C:8](=[O:14])[O:9][C:10]([CH3:11])([CH3:13])[CH3:12])[CH2:2]2)[NH:22][CH:23]=1)(=[O:33])[C:27]1[CH:28]=[CH:29][CH:30]=[CH:31][CH:32]=1. The yield is 0.440.